This data is from Peptide-MHC class I binding affinity with 185,985 pairs from IEDB/IMGT. The task is: Regression. Given a peptide amino acid sequence and an MHC pseudo amino acid sequence, predict their binding affinity value. This is MHC class I binding data. The peptide sequence is AIKPITDQF. The MHC is HLA-A69:01 with pseudo-sequence HLA-A69:01. The binding affinity (normalized) is 0.0847.